Dataset: Catalyst prediction with 721,799 reactions and 888 catalyst types from USPTO. Task: Predict which catalyst facilitates the given reaction. (1) Reactant: [C:1]([O:5][C:6]([NH:8][C@H:9]([C:12]([OH:14])=[O:13])[CH2:10][OH:11])=[O:7])([CH3:4])([CH3:3])[CH3:2].[H-].[Na+].[CH3:17][O:18][C:19]1[CH:26]=[CH:25][C:22]([CH2:23]Cl)=[CH:21][CH:20]=1. Product: [C:1]([O:5][C:6]([NH:8][C@H:9]([C:12]([OH:14])=[O:13])[CH2:10][O:11][CH2:23][C:22]1[CH:25]=[CH:26][C:19]([O:18][CH3:17])=[CH:20][CH:21]=1)=[O:7])([CH3:4])([CH3:2])[CH3:3]. The catalyst class is: 9. (2) Reactant: [F:1][C:2]1[CH:9]=[C:8](F)[C:7]([N+:11]([O-:13])=[O:12])=[CH:6][C:3]=1[C:4]#[N:5].[NH3:14]. Product: [NH2:14][C:8]1[C:7]([N+:11]([O-:13])=[O:12])=[CH:6][C:3]([C:4]#[N:5])=[C:2]([F:1])[CH:9]=1. The catalyst class is: 8. (3) Reactant: [I:1][C:2]1[C:10]2[C:5](=[N:6][CH:7]=[CH:8][C:9]=2[O:11][CH:12]([CH3:14])[CH3:13])[NH:4][CH:3]=1.[H-].[Na+].[S:17](Cl)([C:20]1[CH:26]=[CH:25][C:23]([CH3:24])=[CH:22][CH:21]=1)(=[O:19])=[O:18]. Product: [I:1][C:2]1[C:10]2[C:5](=[N:6][CH:7]=[CH:8][C:9]=2[O:11][CH:12]([CH3:14])[CH3:13])[N:4]([S:17]([C:20]2[CH:26]=[CH:25][C:23]([CH3:24])=[CH:22][CH:21]=2)(=[O:19])=[O:18])[CH:3]=1. The catalyst class is: 1.